Dataset: Reaction yield outcomes from USPTO patents with 853,638 reactions. Task: Predict the reaction yield, written as a fraction of the theoretical maximum amount of product (1.0 means a 100% yield; for example, 0.34 means a 34% yield). (1) The reactants are [Br:1][C:2]1[CH:7]=[CH:6][C:5]([C@@H:8]([NH:10][CH2:11][CH2:12][C:13]([CH:18]([CH3:20])[CH3:19])([OH:17])[CH2:14][CH:15]=[CH2:16])[CH3:9])=[CH:4][CH:3]=1.C(N(CC)CC)C.Cl[C:29](Cl)([O:31]C(=O)OC(Cl)(Cl)Cl)Cl. The catalyst is C(Cl)Cl. The product is [CH2:14]([C:13]1([CH:18]([CH3:20])[CH3:19])[O:17][C:29](=[O:31])[N:10]([C@H:8]([C:5]2[CH:4]=[CH:3][C:2]([Br:1])=[CH:7][CH:6]=2)[CH3:9])[CH2:11][CH2:12]1)[CH:15]=[CH2:16]. The yield is 0.560. (2) The reactants are Cl[C:2]1[S:3][C:4]2[CH:10]=[CH:9][CH:8]=[CH:7][C:5]=2[N:6]=1.CC[N:13]([CH:17]([CH3:19])[CH3:18])C(C)C.O.CN1[C:26](=[O:27])CCC1. No catalyst specified. The product is [CH2:19]1[CH:26]([OH:27])[CH2:18][CH:17]1[NH:13][C:2]1[S:3][C:4]2[C:5](=[CH:7][CH:8]=[CH:9][CH:10]=2)[N:6]=1. The yield is 0.730. (3) The reactants are [NH2:1][C:2]1[S:3][C:4]([C:7]([O:9][CH2:10][CH3:11])=[O:8])=[CH:5][N:6]=1.[CH3:12][C:13]([O:16][C:17](O[C:17]([O:16][C:13]([CH3:15])([CH3:14])[CH3:12])=[O:18])=[O:18])([CH3:15])[CH3:14]. The catalyst is CN(C1C=CN=CC=1)C.C1COCC1. The product is [C:13]([O:16][C:17]([NH:1][C:2]1[S:3][C:4]([C:7]([O:9][CH2:10][CH3:11])=[O:8])=[CH:5][N:6]=1)=[O:18])([CH3:15])([CH3:14])[CH3:12]. The yield is 0.800. (4) The reactants are [Cl:1][C:2]1[N:3]=[CH:4][C:5]2[NH:11][C:10](=[O:12])[C:9]([F:14])([F:13])[CH2:8][N:7]([CH:15]([CH3:17])[CH3:16])[C:6]=2[N:18]=1.[H-].[Na+].[CH3:21]I. The catalyst is CC(N(C)C)=O. The product is [Cl:1][C:2]1[N:3]=[CH:4][C:5]2[N:11]([CH3:21])[C:10](=[O:12])[C:9]([F:14])([F:13])[CH2:8][N:7]([CH:15]([CH3:16])[CH3:17])[C:6]=2[N:18]=1. The yield is 0.900. (5) The reactants are [C:1]1([C:7]2[CH:11]=[C:10]([NH2:12])[NH:9][N:8]=2)[CH:6]=[CH:5][CH:4]=[CH:3][CH:2]=1.C(O[CH:16](OCC)[CH:17]([CH3:25])[CH:18](OCC)OCC)C. The catalyst is CC(O)=O. The product is [CH3:25][C:17]1[CH:16]=[N:12][C:10]2[N:9]([N:8]=[C:7]([C:1]3[CH:2]=[CH:3][CH:4]=[CH:5][CH:6]=3)[CH:11]=2)[CH:18]=1. The yield is 0.450.